This data is from Forward reaction prediction with 1.9M reactions from USPTO patents (1976-2016). The task is: Predict the product of the given reaction. Given the reactants Cl[C:2](=[N:13][OH:14])[C:3]1[CH:12]=[CH:11][C:6]([C:7]([O:9][CH3:10])=[O:8])=[CH:5][CH:4]=1.[C:15]([C:17]1[C:18]([O:29][CH2:30][C:31]2[CH:36]=[CH:35][C:34]([O:37][CH3:38])=[CH:33][CH:32]=2)=[N:19][C:20]([C:23]2[CH:28]=[CH:27][CH:26]=[CH:25][N:24]=2)=[N:21][CH:22]=1)#[CH:16].C(N(CC)CC)C, predict the reaction product. The product is: [CH3:38][O:37][C:34]1[CH:33]=[CH:32][C:31]([CH2:30][O:29][C:18]2[C:17]([C:15]3[O:14][N:13]=[C:2]([C:3]4[CH:12]=[CH:11][C:6]([C:7]([O:9][CH3:10])=[O:8])=[CH:5][CH:4]=4)[CH:16]=3)=[CH:22][N:21]=[C:20]([C:23]3[CH:28]=[CH:27][CH:26]=[CH:25][N:24]=3)[N:19]=2)=[CH:36][CH:35]=1.